From a dataset of Catalyst prediction with 721,799 reactions and 888 catalyst types from USPTO. Predict which catalyst facilitates the given reaction. (1) Reactant: Cl[C:2]1[C:11]2[N:12]=[C:13]([CH3:26])[N:14]([CH2:15][C:16]([CH3:25])([O:18][CH2:19][CH2:20][S:21]([CH3:24])(=[O:23])=[O:22])[CH3:17])[C:10]=2[C:9]2[CH:8]=[CH:7][CH:6]=[CH:5][C:4]=2[N:3]=1.[NH3:27]. Product: [CH3:26][C:13]1[N:14]([CH2:15][C:16]([CH3:25])([O:18][CH2:19][CH2:20][S:21]([CH3:24])(=[O:23])=[O:22])[CH3:17])[C:10]2[C:9]3[CH:8]=[CH:7][CH:6]=[CH:5][C:4]=3[N:3]=[C:2]([NH2:27])[C:11]=2[N:12]=1. The catalyst class is: 24. (2) Reactant: [NH2:1][C:2]1[CH:7]=[CH:6][C:5]([OH:8])=[CH:4][N:3]=1.CC(C)([O-])C.[K+].Cl[C:16]1[CH:21]=[CH:20][N:19]=[C:18]([C:22]([NH:24][CH:25]([CH3:27])[CH3:26])=[O:23])[CH:17]=1. Product: [NH2:1][C:2]1[N:3]=[CH:4][C:5]([O:8][C:16]2[CH:21]=[CH:20][N:19]=[C:18]([C:22]([NH:24][CH:25]([CH3:27])[CH3:26])=[O:23])[CH:17]=2)=[CH:6][CH:7]=1. The catalyst class is: 474. (3) Product: [CH2:20]([CH:3]([C:2]([CH3:13])([C:7]1[CH:12]=[CH:11][CH:10]=[CH:9][CH:8]=1)[CH3:1])[C:4]([OH:6])=[O:5])[CH:18]=[CH2:17]. The catalyst class is: 7. Reactant: [CH3:1][C:2]([CH3:13])([C:7]1[CH:12]=[CH:11][CH:10]=[CH:9][CH:8]=1)[CH2:3][C:4]([OH:6])=[O:5].C(=O)=O.[CH3:17][C:18]([CH3:20])=O.C([N-]C(C)C)(C)C.[Li+].CN1CCCN(C)C1=O.C(I)C=C. (4) Reactant: [C:1]([O:5][C:6](=[O:33])[NH:7][CH2:8][CH:9]1[CH2:12][N:11]([CH2:13][C:14]#[C:15][C:16]2[CH:17]=[N:18][CH:19]=[CH:20][C:21]=2[O:22][C:23]2[CH:28]=[CH:27][C:26]([N+:29]([O-])=O)=[CH:25][C:24]=2[F:32])[CH2:10]1)([CH3:4])([CH3:3])[CH3:2].[NH4+].[Cl-]. Product: [C:1]([O:5][C:6](=[O:33])[NH:7][CH2:8][CH:9]1[CH2:12][N:11]([CH2:13][C:14]#[C:15][C:16]2[CH:17]=[N:18][CH:19]=[CH:20][C:21]=2[O:22][C:23]2[CH:28]=[CH:27][C:26]([NH2:29])=[CH:25][C:24]=2[F:32])[CH2:10]1)([CH3:4])([CH3:2])[CH3:3]. The catalyst class is: 292. (5) Reactant: [CH3:1][C:2]1([CH3:18])[C:10]2[C:5](=[CH:6][CH:7]=[CH:8][CH:9]=2)[N:4]([CH:11]2[CH2:16][CH2:15][N:14]([CH3:17])[CH2:13][CH2:12]2)[CH2:3]1.C([O-])([O-])=O.[Ca+2].[I:24](Cl)(=O)=O.I(Cl)(=O)=O.C([N+](C)(C)C)C1C=CC=CC=1. Product: [I:24][C:8]1[CH:9]=[C:10]2[C:5](=[CH:6][CH:7]=1)[N:4]([CH:11]1[CH2:16][CH2:15][N:14]([CH3:17])[CH2:13][CH2:12]1)[CH2:3][C:2]2([CH3:18])[CH3:1]. The catalyst class is: 61.